Regression. Given two drug SMILES strings and cell line genomic features, predict the synergy score measuring deviation from expected non-interaction effect. From a dataset of NCI-60 drug combinations with 297,098 pairs across 59 cell lines. (1) Drug 1: CC(C1=C(C=CC(=C1Cl)F)Cl)OC2=C(N=CC(=C2)C3=CN(N=C3)C4CCNCC4)N. Drug 2: CC1=C(N=C(N=C1N)C(CC(=O)N)NCC(C(=O)N)N)C(=O)NC(C(C2=CN=CN2)OC3C(C(C(C(O3)CO)O)O)OC4C(C(C(C(O4)CO)O)OC(=O)N)O)C(=O)NC(C)C(C(C)C(=O)NC(C(C)O)C(=O)NCCC5=NC(=CS5)C6=NC(=CS6)C(=O)NCCC[S+](C)C)O. Cell line: SF-268. Synergy scores: CSS=1.62, Synergy_ZIP=-6.38, Synergy_Bliss=-11.0, Synergy_Loewe=-19.1, Synergy_HSA=-12.3. (2) Drug 1: CC1=C(C(=O)C2=C(C1=O)N3CC4C(C3(C2COC(=O)N)OC)N4)N. Drug 2: C1CCC(C(C1)N)N.C(=O)(C(=O)[O-])[O-].[Pt+4]. Cell line: MCF7. Synergy scores: CSS=31.6, Synergy_ZIP=-10.0, Synergy_Bliss=-1.40, Synergy_Loewe=-6.52, Synergy_HSA=2.88. (3) Drug 1: CCC1(C2=C(COC1=O)C(=O)N3CC4=CC5=C(C=CC(=C5CN(C)C)O)N=C4C3=C2)O.Cl. Drug 2: C1C(C(OC1N2C=NC(=NC2=O)N)CO)O. Cell line: SW-620. Synergy scores: CSS=37.6, Synergy_ZIP=-4.94, Synergy_Bliss=-3.00, Synergy_Loewe=-0.253, Synergy_HSA=1.80. (4) Synergy scores: CSS=72.4, Synergy_ZIP=6.83, Synergy_Bliss=2.00, Synergy_Loewe=-9.87, Synergy_HSA=3.56. Cell line: RPMI-8226. Drug 1: CC12CCC(CC1=CCC3C2CCC4(C3CC=C4C5=CN=CC=C5)C)O. Drug 2: CCN(CC)CCCC(C)NC1=C2C=C(C=CC2=NC3=C1C=CC(=C3)Cl)OC. (5) Drug 1: C1=NC2=C(N=C(N=C2N1C3C(C(C(O3)CO)O)O)F)N. Drug 2: C(CN)CNCCSP(=O)(O)O. Cell line: UACC-257. Synergy scores: CSS=-1.80, Synergy_ZIP=0.230, Synergy_Bliss=-3.94, Synergy_Loewe=-2.53, Synergy_HSA=-6.11.